From a dataset of Catalyst prediction with 721,799 reactions and 888 catalyst types from USPTO. Predict which catalyst facilitates the given reaction. (1) Reactant: [Cl:1][C:2]1[N:7]=[C:6]([S:8]([CH3:10])=[O:9])[N:5]=[C:4]([NH:11][C:12]2[NH:16][N:15]=[C:14]([CH3:17])[CH:13]=2)[CH:3]=1.[OH:18]OS([O-])=O.[K+]. Product: [Cl:1][C:2]1[N:7]=[C:6]([S:8]([CH3:10])(=[O:18])=[O:9])[N:5]=[C:4]([NH:11][C:12]2[NH:16][N:15]=[C:14]([CH3:17])[CH:13]=2)[CH:3]=1. The catalyst class is: 24. (2) Reactant: N[C@H:2]([C:11]([O:13]CC=C)=[O:12])[CH2:3][CH2:4][C:5]([O:7]CC=C)=O.ClC(Cl)([O:20]C(=O)OC(Cl)(Cl)Cl)Cl.CCN(CC)CC.N[C@H:37]([C:43](O)=O)[CH2:38][CH2:39]CCN. Product: [CH:37]1[CH:43]=[C:4]2[C:5]([C:11]([OH:12])([OH:13])[C:2](=[O:20])[C:3]2=[CH:39][CH:38]=1)=[O:7]. The catalyst class is: 2. (3) Reactant: FC(F)(F)C(O)=O.[Cl:8][C:9]1[CH:10]=[C:11]([CH2:24][CH2:25][C:26]2([CH:34]3[CH2:38][CH2:37][CH2:36][CH2:35]3)[O:31][C:30](=[O:32])[CH2:29][C:28](=[O:33])[CH2:27]2)[CH:12]=[C:13]([CH2:22][CH3:23])[C:14]=1[O:15]COCCOC. Product: [Cl:8][C:9]1[CH:10]=[C:11]([CH2:24][CH2:25][C:26]2([CH:34]3[CH2:38][CH2:37][CH2:36][CH2:35]3)[O:31][C:30](=[O:32])[CH2:29][C:28](=[O:33])[CH2:27]2)[CH:12]=[C:13]([CH2:22][CH3:23])[C:14]=1[OH:15]. The catalyst class is: 2. (4) Reactant: [CH:1]1([C:7]2[CH:8]=[C:9]([C:17]3[N:22]=[CH:21][C:20]([CH:23]=[C:24]4[S:28][C:27](=[O:29])[NH:26][C:25]4=[O:30])=[CH:19][CH:18]=3)[CH:10]=[C:11]([N+:14]([O-])=O)[C:12]=2[OH:13])[CH2:6][CH2:5][CH2:4][CH2:3][CH2:2]1.[PH2]([O-])=O.[Na+].O1CCC[CH2:36]1.C(O)C. Product: [CH:1]1([C:7]2[C:12]3[O:13][CH:36]=[N:14][C:11]=3[CH:10]=[C:9]([C:17]3[N:22]=[CH:21][C:20]([CH:23]=[C:24]4[S:28][C:27](=[O:29])[NH:26][C:25]4=[O:30])=[CH:19][CH:18]=3)[CH:8]=2)[CH2:6][CH2:5][CH2:4][CH2:3][CH2:2]1. The catalyst class is: 45. (5) Reactant: [CH2:1]([O:8]OC1COC(O)CC1)[C:2]1[CH:7]=[CH:6][CH:5]=[CH:4][CH:3]=1.CCN(C(C)C)[CH:20]([CH3:22])[CH3:21].[C:26]([O:29][C:30](=[O:32])[CH3:31])(=[O:28])[CH3:27]. Product: [C:26]([O:29][CH:30]1[CH2:31][CH2:22][CH:20]([O:8][CH2:1][C:2]2[CH:3]=[CH:4][CH:5]=[CH:6][CH:7]=2)[CH2:21][O:32]1)(=[O:28])[CH3:27]. The catalyst class is: 2. (6) Reactant: [Cl:1][C:2]1[CH:7]=[C:6]([Cl:8])[N:5]=[C:4]([S:9]([CH3:12])(=O)=O)[N:3]=1.[Cl:13][C:14]1[CH:29]=[CH:28][CH:27]=[CH:26][C:15]=1[C:16]([NH:18][C:19]1[CH:24]=[CH:23]C(S)=[CH:21][CH:20]=1)=[O:17].C(#N)C.C(N(CC)CC)C. Product: [Cl:13][C:14]1[CH:29]=[CH:28][CH:27]=[CH:26][C:15]=1[C:16]([NH:18][C:19]1[CH:20]=[CH:21][C:12]([S:9][C:4]2[N:3]=[C:2]([Cl:1])[CH:7]=[C:6]([Cl:8])[N:5]=2)=[CH:23][CH:24]=1)=[O:17]. The catalyst class is: 6.